Task: Predict the product of the given reaction.. Dataset: Forward reaction prediction with 1.9M reactions from USPTO patents (1976-2016) (1) Given the reactants [C:1](Cl)(=[O:6])[C:2]([CH3:5])([CH3:4])[CH3:3].[CH2:8]([O:15][CH2:16][CH:17]([CH:19]1[O:24][C:23](=[O:25])[CH:22]([C:26]2[C:31]([CH3:32])=[CH:30][C:29]([CH3:33])=[CH:28][C:27]=2[CH3:34])[C:21](=[O:35])[CH2:20]1)[CH3:18])[C:9]1[CH:14]=[CH:13][CH:12]=[CH:11][CH:10]=1, predict the reaction product. The product is: [C:1]([O:35][C:21]1[CH2:20][CH:19]([CH:17]([CH3:18])[CH2:16][O:15][CH2:8][C:9]2[CH:10]=[CH:11][CH:12]=[CH:13][CH:14]=2)[O:24][C:23](=[O:25])[C:22]=1[C:26]1[C:27]([CH3:34])=[CH:28][C:29]([CH3:33])=[CH:30][C:31]=1[CH3:32])(=[O:6])[C:2]([CH3:5])([CH3:4])[CH3:3]. (2) Given the reactants [C:1]([N:5]1[C:9]([NH:10][C:11]2[N:16]=[C:15]([CH2:17][C:18]3([C:31]4[O:32][C:33](=[O:36])[NH:34][N:35]=4)[CH2:23][CH2:22][N:21](C(OC(C)(C)C)=O)[CH2:20][CH2:19]3)[CH:14]=[CH:13][CH:12]=2)=[CH:8][CH:7]=[N:6]1)([CH3:4])([CH3:3])[CH3:2].[ClH:37], predict the reaction product. The product is: [ClH:37].[ClH:37].[C:1]([N:5]1[C:9]([NH:10][C:11]2[N:16]=[C:15]([CH2:17][C:18]3([C:31]4[O:32][C:33](=[O:36])[NH:34][N:35]=4)[CH2:19][CH2:20][NH:21][CH2:22][CH2:23]3)[CH:14]=[CH:13][CH:12]=2)=[CH:8][CH:7]=[N:6]1)([CH3:4])([CH3:2])[CH3:3]. (3) Given the reactants [CH2:1]1[NH:6][CH2:5][CH2:4][N:3]2[CH2:7][C@@H:8]([NH:10][S:11]([C:14]3[CH:19]=[CH:18][CH:17]=[C:16]([C:20]([F:23])([F:22])[F:21])[CH:15]=3)(=[O:13])=[O:12])[CH2:9][C@@H:2]12.C(N(CC)CC)C.[F:31][C:32]1[CH:40]=[CH:39][C:35]([C:36](Cl)=[O:37])=[CH:34][CH:33]=1, predict the reaction product. The product is: [F:31][C:32]1[CH:40]=[CH:39][C:35]([C:36]([N:6]2[CH2:5][CH2:4][N:3]3[CH2:7][C@@H:8]([NH:10][S:11]([C:14]4[CH:19]=[CH:18][CH:17]=[C:16]([C:20]([F:23])([F:21])[F:22])[CH:15]=4)(=[O:13])=[O:12])[CH2:9][C@H:2]3[CH2:1]2)=[O:37])=[CH:34][CH:33]=1.